This data is from Catalyst prediction with 721,799 reactions and 888 catalyst types from USPTO. The task is: Predict which catalyst facilitates the given reaction. (1) Reactant: [Cl:1][C:2]1[CH:3]=[C:4]2[C:8](=[C:9]([F:11])[CH:10]=1)[N:7]([CH3:12])[C:6]([C:13]1[CH:14]=[N:15][CH:16]=[CH:17][CH:18]=1)=[CH:5]2.ClS([N:23]=[C:24]=O)(=O)=O.CN(C=O)C. Product: [Cl:1][C:2]1[CH:3]=[C:4]2[C:8](=[C:9]([F:11])[CH:10]=1)[N:7]([CH3:12])[C:6]([C:13]1[CH:14]=[N:15][CH:16]=[CH:17][CH:18]=1)=[C:5]2[C:24]#[N:23]. The catalyst class is: 4. (2) Reactant: [CH3:1][O:2][C:3](=[O:18])[C:4]1[CH:9]=[CH:8][C:7]([NH:10][CH:11]2[CH2:14][CH2:13][CH2:12]2)=[C:6]([N+:15]([O-])=O)[CH:5]=1. Product: [CH3:1][O:2][C:3](=[O:18])[C:4]1[CH:9]=[CH:8][C:7]([NH:10][CH:11]2[CH2:14][CH2:13][CH2:12]2)=[C:6]([NH2:15])[CH:5]=1. The catalyst class is: 29. (3) Reactant: [Cl:1][C:2]1[C:7]([CH:8]=O)=[C:6](Cl)[CH:5]=[C:4]([Cl:11])[N:3]=1.CCN(C(C)C)C(C)C.Cl.[CH3:22][O:23][C:24]1[CH:29]=[CH:28][C:27]([CH2:30][NH:31][NH2:32])=[CH:26][CH:25]=1. Product: [Cl:1][C:2]1[C:7]2[CH:8]=[N:32][N:31]([CH2:30][C:27]3[CH:28]=[CH:29][C:24]([O:23][CH3:22])=[CH:25][CH:26]=3)[C:6]=2[CH:5]=[C:4]([Cl:11])[N:3]=1. The catalyst class is: 1. (4) Reactant: [F:1][CH:2]([F:27])[O:3][C:4]1[CH:23]=[C:22]([N+:24]([O-])=O)[CH:21]=[CH:20][C:5]=1[O:6][CH:7]1[CH2:12][CH2:11][N:10]([C:13]([O:15][C:16]([CH3:19])([CH3:18])[CH3:17])=[O:14])[CH2:9][CH2:8]1. Product: [NH2:24][C:22]1[CH:21]=[CH:20][C:5]([O:6][CH:7]2[CH2:12][CH2:11][N:10]([C:13]([O:15][C:16]([CH3:18])([CH3:19])[CH3:17])=[O:14])[CH2:9][CH2:8]2)=[C:4]([O:3][CH:2]([F:27])[F:1])[CH:23]=1. The catalyst class is: 43. (5) Reactant: [CH2:1]([C:5]1[NH:9][N:8]=[C:7]([CH2:10][NH:11][C:12]([O:14][C:15]([CH3:18])([CH3:17])[CH3:16])=[O:13])[N:6]=1)[CH2:2][CH2:3][CH3:4].N=[C:20](CCCC)C(OCC)=O. Product: [CH2:1]([C:5]1[NH:9][N:8]=[C:7]([CH2:10][NH:11][C:12]([O:14][C:15]([CH3:17])([CH3:16])[CH3:18])=[O:13])[N:6]=1)[CH2:2][CH2:3][CH2:4][CH3:20]. The catalyst class is: 5.